This data is from Catalyst prediction with 721,799 reactions and 888 catalyst types from USPTO. The task is: Predict which catalyst facilitates the given reaction. (1) Reactant: [CH3:1][O:2][CH2:3][C@H:4]([OH:6])[CH3:5].[H-].[Na+].[N:9]1[C:16]([Cl:17])=[N:15][C:13](Cl)=[N:12][C:10]=1[Cl:11].CCOC(C)=O. Product: [Cl:11][C:10]1[N:9]=[C:16]([Cl:17])[N:15]=[C:13]([O:6][C@H:4]([CH3:5])[CH2:3][O:2][CH3:1])[N:12]=1. The catalyst class is: 20. (2) Reactant: [NH2:1][C:2]1[CH:3]=[C:4]2[C:9](=[CH:10][CH:11]=1)[CH:8]([CH2:12][NH:13][C:14](=[O:17])[CH2:15][CH3:16])[CH2:7][CH2:6][CH2:5]2.[CH:18]([C:21]1[CH:26]=[CH:25][C:24]([S:27](Cl)(=[O:29])=[O:28])=[CH:23][CH:22]=1)([CH3:20])[CH3:19]. Product: [CH:18]([C:21]1[CH:26]=[CH:25][C:24]([S:27]([NH:1][C:2]2[CH:3]=[C:4]3[C:9](=[CH:10][CH:11]=2)[CH:8]([CH2:12][NH:13][C:14](=[O:17])[CH2:15][CH3:16])[CH2:7][CH2:6][CH2:5]3)(=[O:29])=[O:28])=[CH:23][CH:22]=1)([CH3:20])[CH3:19]. The catalyst class is: 17.